This data is from Full USPTO retrosynthesis dataset with 1.9M reactions from patents (1976-2016). The task is: Predict the reactants needed to synthesize the given product. (1) Given the product [CH2:14]([C:21]1([OH:27])[CH2:26][CH2:25][N:24]([C:6]2[C:7]3[C:12](=[CH:11][CH:10]=[CH:9][CH:8]=3)[C:3]([C:1]#[N:2])=[CH:4][CH:5]=2)[CH2:23][CH2:22]1)[C:15]1[CH:16]=[CH:17][CH:18]=[CH:19][CH:20]=1, predict the reactants needed to synthesize it. The reactants are: [C:1]([C:3]1[C:12]2[C:7](=[CH:8][CH:9]=[CH:10][CH:11]=2)[C:6](F)=[CH:5][CH:4]=1)#[N:2].[CH2:14]([C:21]1([OH:27])[CH2:26][CH2:25][NH:24][CH2:23][CH2:22]1)[C:15]1[CH:20]=[CH:19][CH:18]=[CH:17][CH:16]=1. (2) Given the product [NH2:19][C@@:18]([C:16]1[S:17][C:13]([C:10]2[CH:11]=[CH:12][C:7]([O:6][CH2:5][CH2:4][CH2:3][CH2:2][O:1][CH2:33][C:8]3[CH:9]=[CH:10][CH:11]=[CH:12][CH:7]=3)=[C:8]([C:33]([F:35])([F:34])[F:36])[CH:9]=2)=[N:14][N:15]=1)([CH3:32])[CH2:22][OH:21], predict the reactants needed to synthesize it. The reactants are: [OH:1][CH2:2][CH2:3][CH2:4][CH2:5][O:6][C:7]1[CH:12]=[CH:11][C:10]([C:13]2[S:17][C:16]([C@@:18]3([CH3:32])[CH2:22][O:21]C(C)(C)[N:19]3C(OC(C)(C)C)=O)=[N:15][N:14]=2)=[CH:9][C:8]=1[C:33]([F:36])([F:35])[F:34]. (3) Given the product [Cl:1][C:2]1[CH:3]=[CH:4][C:5]2[N:11]([C:12](=[O:27])[C:13]3[CH:18]=[CH:17][C:16]([NH:19][C:20](=[O:25])[CH2:21][OH:29])=[CH:15][C:14]=3[CH3:26])[CH2:10][CH2:9][CH2:8][CH2:7][C:6]=2[CH:28]=1, predict the reactants needed to synthesize it. The reactants are: [Cl:1][C:2]1[CH:3]=[CH:4][C:5]2[N:11]([C:12](=[O:27])[C:13]3[CH:18]=[CH:17][C:16]([NH:19][C:20](=[O:25])[CH2:21]C(=O)C)=[CH:15][C:14]=3[CH3:26])[CH2:10][CH2:9][CH2:8][CH2:7][C:6]=2[CH:28]=1.[OH-:29].[Na+].Cl. (4) Given the product [OH:2][CH:1]([C:3]1[N:8]=[C:7]([NH:9][C:10](=[O:15])[C:11]([CH3:12])([CH3:14])[CH3:13])[CH:6]=[CH:5][CH:4]=1)[CH3:18], predict the reactants needed to synthesize it. The reactants are: [CH:1]([C:3]1[N:8]=[C:7]([NH:9][C:10](=[O:15])[C:11]([CH3:14])([CH3:13])[CH3:12])[CH:6]=[CH:5][CH:4]=1)=[O:2].[BH4-].[Na+].[CH3:18]O. (5) Given the product [Cl:26][C:27]1[CH:32]=[C:31]([O:33][C:34]([F:35])([F:37])[F:36])[CH:30]=[C:29]([Cl:38])[C:28]=1[NH:39][C:40]([NH:2][C:3]1[C:4]([C:13]([NH:15][CH:16]([CH:20]2[CH2:25][CH2:24][O:23][CH2:22][CH2:21]2)[C:17]([O:19][CH3:42])=[O:18])=[O:14])=[CH:5][C:6]2[C:11]([CH:12]=1)=[CH:10][CH:9]=[CH:8][CH:7]=2)=[O:41], predict the reactants needed to synthesize it. The reactants are: Cl.[NH2:2][C:3]1[C:4]([C:13]([NH:15][CH:16]([CH:20]2[CH2:25][CH2:24][O:23][CH2:22][CH2:21]2)[C:17]([OH:19])=[O:18])=[O:14])=[CH:5][C:6]2[C:11]([CH:12]=1)=[CH:10][CH:9]=[CH:8][CH:7]=2.[Cl:26][C:27]1[CH:32]=[C:31]([O:33][C:34]([F:37])([F:36])[F:35])[CH:30]=[C:29]([Cl:38])[C:28]=1[N:39]=[C:40]=[O:41].[CH3:42]CCCCC.C(OCC)(=O)C. (6) Given the product [C:13]([Si:17]([C:35]1[CH:40]=[CH:39][CH:38]=[CH:37][CH:36]=1)([C:41]1[CH:46]=[CH:45][CH:44]=[CH:43][CH:42]=1)[O:18][CH2:19][CH2:20][O:21][CH2:22][CH2:23][O:11][N:10]([CH3:12])[C:3]([O:5][C:6]([CH3:9])([CH3:8])[CH3:7])=[O:4])([CH3:14])([CH3:15])[CH3:16], predict the reactants needed to synthesize it. The reactants are: [H-].[Na+].[C:3]([N:10]([CH3:12])[OH:11])([O:5][C:6]([CH3:9])([CH3:8])[CH3:7])=[O:4].[C:13]([Si:17]([C:41]1[CH:46]=[CH:45][CH:44]=[CH:43][CH:42]=1)([C:35]1[CH:40]=[CH:39][CH:38]=[CH:37][CH:36]=1)[O:18][CH2:19][CH2:20][O:21][CH2:22][CH2:23]OS(C1C=CC(C)=CC=1)(=O)=O)([CH3:16])([CH3:15])[CH3:14]. (7) Given the product [Br-:17].[CH2:1]([N+:3]([CH2:6][CH3:7])([CH2:4][CH3:5])[CH2:8][C:9]([C:11]1[CH:16]=[CH:15][CH:14]=[CH:13][CH:12]=1)=[O:10])[CH3:2], predict the reactants needed to synthesize it. The reactants are: [CH2:1]([N:3]([CH2:6][CH3:7])[CH2:4][CH3:5])[CH3:2].[CH2:8]([Br:17])[C:9]([C:11]1[CH:16]=[CH:15][CH:14]=[CH:13][CH:12]=1)=[O:10]. (8) Given the product [C:30]([C:32]1[CH:37]=[CH:36][N:35]=[C:34]([N:20]2[CH2:21][CH2:22][C:16]3[C:15]([N:23]4[CH2:28][CH2:27][O:26][CH2:25][C@@H:24]4[CH3:29])=[N:14][C:13]([C:10]4[CH:9]=[CH:8][C:7]([NH:6][C:4]([NH:3][CH2:1][CH3:2])=[O:5])=[CH:12][CH:11]=4)=[N:18][C:17]=3[CH2:19]2)[CH:33]=1)#[N:31], predict the reactants needed to synthesize it. The reactants are: [CH2:1]([NH:3][C:4]([NH:6][C:7]1[CH:12]=[CH:11][C:10]([C:13]2[N:14]=[C:15]([N:23]3[CH2:28][CH2:27][O:26][CH2:25][C@@H:24]3[CH3:29])[C:16]3[CH2:22][CH2:21][NH:20][CH2:19][C:17]=3[N:18]=2)=[CH:9][CH:8]=1)=[O:5])[CH3:2].[C:30]([C:32]1[CH:37]=[CH:36][N:35]=[C:34](Cl)[CH:33]=1)#[N:31]. (9) Given the product [Cl:1][C:2]1[CH:7]=[CH:6][CH:5]=[CH:4][C:3]=1[N:8]1[C:12](=[O:13])[C:11]([C:14]([NH:18][C:19]2[CH:40]=[CH:39][C:22]([O:23][C:24]3[CH:25]=[CH:26][C:27]4[N:28]([CH:30]=[C:31]([NH:33][C:34]([CH:36]5[CH2:38][CH2:37]5)=[O:35])[N:32]=4)[CH:29]=3)=[C:21]([F:41])[CH:20]=2)=[O:16])=[CH:10][N:9]1[CH3:17], predict the reactants needed to synthesize it. The reactants are: [Cl:1][C:2]1[CH:7]=[CH:6][CH:5]=[CH:4][C:3]=1[N:8]1[C:12](=[O:13])[C:11]([C:14]([OH:16])=O)=[CH:10][N:9]1[CH3:17].[NH2:18][C:19]1[CH:40]=[CH:39][C:22]([O:23][C:24]2[CH:25]=[CH:26][C:27]3[N:28]([CH:30]=[C:31]([NH:33][C:34]([CH:36]4[CH2:38][CH2:37]4)=[O:35])[N:32]=3)[CH:29]=2)=[C:21]([F:41])[CH:20]=1.CN(C(ON1N=NC2C=CC=NC1=2)=[N+](C)C)C.F[P-](F)(F)(F)(F)F.C(N(CC)C(C)C)(C)C. (10) Given the product [C:1]([O:5][C:6]([N:8]1[CH2:12][C:11](=[O:13])[CH2:10][C@@H:9]1[C@H:14]1[O:18][C:17]([CH3:19])([CH3:20])[N:16]([C:21](=[O:23])[CH3:22])[C@H:15]1[CH2:24][C:25]1[CH:26]=[C:27]([F:32])[CH:28]=[C:29]([F:31])[CH:30]=1)=[O:7])([CH3:2])([CH3:3])[CH3:4], predict the reactants needed to synthesize it. The reactants are: [C:1]([O:5][C:6]([N:8]1[CH2:12][C@H:11]([OH:13])[CH2:10][C@@H:9]1[C@H:14]1[O:18][C:17]([CH3:20])([CH3:19])[N:16]([C:21](=[O:23])[CH3:22])[C@H:15]1[CH2:24][C:25]1[CH:30]=[C:29]([F:31])[CH:28]=[C:27]([F:32])[CH:26]=1)=[O:7])([CH3:4])([CH3:3])[CH3:2].ClN1C(=O)N(Cl)C(=O)N(Cl)C1=O.CC1(C)N([O])C(C)(C)CCC1.